This data is from Reaction yield outcomes from USPTO patents with 853,638 reactions. The task is: Predict the reaction yield, written as a fraction of the theoretical maximum amount of product (1.0 means a 100% yield; for example, 0.34 means a 34% yield). (1) The reactants are O.[NH2:2][NH2:3].[C:4]([C:6]([CH3:12])([CH3:11])[C:7](OC)=[O:8])#[N:5]. The catalyst is CCO.C(OCC)C. The product is [C:4]([C:6]([CH3:12])([CH3:11])[C:7]([NH:2][NH2:3])=[O:8])#[N:5]. The yield is 0.380. (2) The reactants are [CH2:1]1[C:10]2[C:5](=[CH:6][CH:7]=[CH:8][CH:9]=2)[CH2:4][CH2:3][N:2]1[C:11](=[O:21])[CH2:12][CH2:13][C:14]1[CH:19]=[CH:18][C:17]([OH:20])=[CH:16][CH:15]=1.[CH3:22][O:23][C:24](=[O:33])[C:25]1[CH:30]=[CH:29][CH:28]=[CH:27][C:26]=1[CH2:31]Br.C(=O)([O-])[O-].[K+].[K+]. The catalyst is C(#N)C. The product is [CH2:1]1[C:10]2[C:5](=[CH:6][CH:7]=[CH:8][CH:9]=2)[CH2:4][CH2:3][N:2]1[C:11](=[O:21])[CH2:12][CH2:13][C:14]1[CH:15]=[CH:16][C:17]([O:20][CH2:31][C:26]2[CH:27]=[CH:28][CH:29]=[CH:30][C:25]=2[C:24]([O:23][CH3:22])=[O:33])=[CH:18][CH:19]=1. The yield is 0.570. (3) The reactants are [S:1]([CH2:11][N:12]=[C:13]=[O:14])([C:4]1[CH:10]=[CH:9][C:7]([CH3:8])=[CH:6][CH:5]=1)(=[O:3])=[O:2].[CH:15](=O)[CH2:16][CH3:17].[C-]#N.[Na+].O1CCN=C1. The catalyst is C(O)C. The product is [CH2:16]([CH:17]1[O:14][CH:13]=[N:12][CH:11]1[S:1]([C:4]1[CH:5]=[CH:6][C:7]([CH3:8])=[CH:9][CH:10]=1)(=[O:3])=[O:2])[CH3:15]. The yield is 0.810. (4) The reactants are C([O:3][C:4](=[O:27])[CH2:5][N:6]1[C:14]2[C:9](=[C:10]([Br:15])[CH:11]=[CH:12][CH:13]=2)[C:8]2([C:19]3[CH:20]=[C:21]([F:25])[C:22]([F:24])=[CH:23][C:18]=3[O:17][CH2:16]2)[C:7]1=[O:26])C.C(OC(=O)CN1C2C(=CC=CC=2)C2(C3=CC4OCOC=4C=C3OC2)C1=O)C. No catalyst specified. The product is [Br:15][C:10]1[CH:11]=[CH:12][CH:13]=[C:14]2[C:9]=1[C:8]1([C:19]3[CH:20]=[C:21]([F:25])[C:22]([F:24])=[CH:23][C:18]=3[O:17][CH2:16]1)[C:7](=[O:26])[N:6]2[CH2:5][C:4]([OH:27])=[O:3]. The yield is 1.00. (5) The product is [Cl:13][C:14]1[CH:15]=[C:16]([NH:21][C:22]([N:24]=[C:5]2[NH:6][C:7](=[O:10])[C:8](=[O:9])[N:4]2[CH:1]([CH3:3])[CH3:2])=[NH:23])[CH:17]=[CH:18][C:19]=1[Cl:20]. The yield is 0.400. The catalyst is C(Cl)(Cl)Cl. The reactants are [CH:1]([N:4]1[C:8](=[O:9])[C:7](=[O:10])[N:6]=[C:5]1SC)([CH3:3])[CH3:2].[Cl:13][C:14]1[CH:15]=[C:16]([NH:21][C:22]([NH2:24])=[NH:23])[CH:17]=[CH:18][C:19]=1[Cl:20]. (6) The reactants are Br[C:2]1[CH:7]=[CH:6][C:5]([C:8]2[N:9]([CH2:14][C@@H:15]3[CH2:19][CH2:18][N:17]([C:20]([CH:22]4[CH2:24][CH2:23]4)=[O:21])[CH2:16]3)[C:10](=[O:13])[NH:11][N:12]=2)=[CH:4][CH:3]=1.[Cl:25][C:26]1[CH:31]=[C:30]([O:32][CH3:33])[CH:29]=[CH:28][C:27]=1B(O)O.[O-]P([O-])([O-])=O.[K+].[K+].[K+]. The catalyst is CCO.C1C=CC([P]([Pd]([P](C2C=CC=CC=2)(C2C=CC=CC=2)C2C=CC=CC=2)([P](C2C=CC=CC=2)(C2C=CC=CC=2)C2C=CC=CC=2)[P](C2C=CC=CC=2)(C2C=CC=CC=2)C2C=CC=CC=2)(C2C=CC=CC=2)C2C=CC=CC=2)=CC=1. The product is [Cl:25][C:26]1[CH:31]=[C:30]([O:32][CH3:33])[CH:29]=[CH:28][C:27]=1[C:2]1[CH:7]=[CH:6][C:5]([C:8]2[N:9]([CH2:14][C@@H:15]3[CH2:19][CH2:18][N:17]([C:20]([CH:22]4[CH2:24][CH2:23]4)=[O:21])[CH2:16]3)[C:10](=[O:13])[NH:11][N:12]=2)=[CH:4][CH:3]=1. The yield is 0.749. (7) The reactants are [I:1][CH2:2][CH2:3][CH2:4][CH2:5][CH2:6][CH2:7][CH2:8][CH2:9][CH2:10][CH2:11]I.[N:13]1[C:22]2[C:17](=[CH:18][CH:19]=[CH:20][CH:21]=2)[CH:16]=[CH:15][CH:14]=1. No catalyst specified. The product is [I-:1].[I-:1].[CH2:2]([N+:13]1[C:22]2[C:17](=[CH:18][CH:19]=[CH:20][CH:21]=2)[CH:16]=[CH:15][CH:14]=1)[CH2:3][CH2:4][CH2:5][CH2:6][CH2:7][CH2:8][CH2:9][CH2:10][CH2:11][N+:13]1[C:22]2[C:17](=[CH:18][CH:19]=[CH:20][CH:21]=2)[CH:16]=[CH:15][CH:14]=1. The yield is 0.910.